From a dataset of Full USPTO retrosynthesis dataset with 1.9M reactions from patents (1976-2016). Predict the reactants needed to synthesize the given product. (1) Given the product [NH2:2][C:1]1[C:3]2[C:4](=[CH:5][C:6]([C:9]3[N:14]=[C:13]([NH:15][CH3:16])[N:12]=[C:11]([N:17]4[CH2:22][CH2:21][CH2:20][C@@H:19]([NH:23][C:24](=[O:31])[C:25]5[CH:30]=[CH:29][CH:28]=[CH:27][CH:26]=5)[CH2:18]4)[CH:10]=3)=[CH:7][CH:8]=2)[NH:35][N:34]=1, predict the reactants needed to synthesize it. The reactants are: [C:1]([C:3]1[CH:8]=[CH:7][C:6]([C:9]2[N:14]=[C:13]([NH:15][CH3:16])[N:12]=[C:11]([N:17]3[CH2:22][CH2:21][CH2:20][C@@H:19]([NH:23][C:24](=[O:31])[C:25]4[CH:30]=[CH:29][CH:28]=[CH:27][CH:26]=4)[CH2:18]3)[CH:10]=2)=[CH:5][C:4]=1F)#[N:2].O.[NH2:34][NH2:35]. (2) Given the product [CH3:59][O:60][C:61]([NH:63][C@H:64]([C:68]1[CH:73]=[CH:72][CH:71]=[CH:70][CH:69]=1)[C:52]([N:45]1[CH2:46][C@@H:47]([CH2:49][O:50][CH3:51])[CH2:48][C@H:44]1[C:42]1[NH:43][C:39]([C:34]2[CH:35]=[C:36]3[CH2:37][O:38][C:25]4[CH:24]=[C:23]5[C:28]([CH:29]=[CH:30][C:20]6[N:19]=[C:18]([C@@H:13]7[CH2:14][CH2:15][C@H:16]([CH3:17])[N:12]7[C:10](=[O:11])[C@@H:6]([NH:5][C:3](=[O:4])[O:2][CH3:1])[CH:7]([CH3:9])[CH3:8])[NH:22][C:21]=65)=[CH:27][C:26]=4[C:31]3=[CH:32][CH:33]=2)=[CH:40][N:41]=1)=[O:54])=[O:62], predict the reactants needed to synthesize it. The reactants are: [CH3:1][O:2][C:3]([NH:5][C@H:6]([C:10]([N:12]1[C@@H:16]([CH3:17])[CH2:15][CH2:14][C@H:13]1[C:18]1[NH:22][C:21]2[C:23]3[C:28]([CH:29]=[CH:30][C:20]=2[N:19]=1)=[CH:27][C:26]1[C:31]2[C:36]([CH2:37][O:38][C:25]=1[CH:24]=3)=[CH:35][C:34]([C:39]1[NH:43][C:42]([C@@H:44]3[CH2:48][C@H:47]([CH2:49][O:50][CH3:51])[CH2:46][N:45]3[C:52]([O:54]C(C)(C)C)=O)=[N:41][CH:40]=1)=[CH:33][CH:32]=2)=[O:11])[CH:7]([CH3:9])[CH3:8])=[O:4].[CH3:59][O:60][C:61]([NH:63][C@H:64]([C:68]1[CH:73]=[CH:72][CH:71]=[CH:70][CH:69]=1)C(O)=O)=[O:62].CCOC(C(C#N)=NOC(N1CCOCC1)=[N+](C)C)=O.F[P-](F)(F)(F)(F)F.C(N(C(C)C)CC)(C)C. (3) Given the product [C:1]([NH:11][C@H:12]([C:16]([O:18][C:19]1[CH:24]=[CH:23][C:22]([CH2:25][C:26]([O:28][CH2:29][I:31])=[O:27])=[CH:21][CH:20]=1)=[O:17])[CH:13]([CH3:15])[CH3:14])([O:3][CH2:4][C:5]1[CH:10]=[CH:9][CH:8]=[CH:7][CH:6]=1)=[O:2], predict the reactants needed to synthesize it. The reactants are: [C:1]([NH:11][C@H:12]([C:16]([O:18][C:19]1[CH:24]=[CH:23][C:22]([CH2:25][C:26]([O:28][CH2:29]Cl)=[O:27])=[CH:21][CH:20]=1)=[O:17])[CH:13]([CH3:15])[CH3:14])([O:3][CH2:4][C:5]1[CH:10]=[CH:9][CH:8]=[CH:7][CH:6]=1)=[O:2].[I-:31].[Na+]. (4) Given the product [Cl:9][C:10]1[N:15]=[C:14]([N:16]([C:32]([O:34][C:35]([CH3:38])([CH3:37])[CH3:36])=[O:33])[N:17]([C:18]([O:20][C:21]([CH3:22])([CH3:23])[CH3:24])=[O:19])[C:25]([O:27][C:28]([CH3:29])([CH3:30])[CH3:31])=[O:26])[C:13]([F:39])=[C:12]([N:4]2[CH2:5][CH2:6][O:7][CH2:8][C@@H:3]2[CH3:2])[N:11]=1, predict the reactants needed to synthesize it. The reactants are: Cl.[CH3:2][C@H:3]1[CH2:8][O:7][CH2:6][CH2:5][NH:4]1.[Cl:9][C:10]1[N:15]=[C:14]([N:16]([C:32]([O:34][C:35]([CH3:38])([CH3:37])[CH3:36])=[O:33])[N:17]([C:25]([O:27][C:28]([CH3:31])([CH3:30])[CH3:29])=[O:26])[C:18]([O:20][C:21]([CH3:24])([CH3:23])[CH3:22])=[O:19])[C:13]([F:39])=[C:12](Cl)[N:11]=1.C(N(CC)C(C)C)(C)C. (5) Given the product [CH3:1][O:2][C:3]1[C:4]([O:28][CH2:29][CH2:30][CH2:31][O:32][CH3:33])=[CH:5][C:6]2[CH2:15][CH:14]([CH2:16][C:17]([F:20])([F:19])[F:18])[N:13]3[C:8](=[CH:9][C:10](=[O:26])[C:11]([C:21]([O:23][CH2:24][CH3:25])=[O:22])=[CH:12]3)[C:7]=2[CH:27]=1, predict the reactants needed to synthesize it. The reactants are: [CH3:1][O:2][C:3]1[C:4]([O:28][CH2:29][CH2:30][CH2:31][O:32][CH3:33])=[CH:5][C:6]2[CH2:15][CH:14]([CH2:16][C:17]([F:20])([F:19])[F:18])[N:13]3[CH:8]([CH2:9][C:10](=[O:26])[C:11]([C:21]([O:23][CH2:24][CH3:25])=[O:22])=[CH:12]3)[C:7]=2[CH:27]=1.C1(Cl)C(=O)C(Cl)=C(Cl)C(=O)C=1Cl. (6) Given the product [OH:1][C:2]1[N:6]([CH3:7])[N:5]=[CH:4][C:3]=1[C:11](=[O:12])[C:10]1[CH:14]=[CH:15][C:16]([S:21]([CH3:24])(=[O:22])=[O:23])=[C:17]([S:18]([CH3:20])=[O:19])[C:9]=1[CH3:8], predict the reactants needed to synthesize it. The reactants are: [OH:1][C:2]1[N:6]([CH3:7])[N:5]=[CH:4][CH:3]=1.[CH3:8][C:9]1[C:17]([S:18]([CH3:20])=[O:19])=[C:16]([S:21]([CH3:24])(=[O:23])=[O:22])[CH:15]=[CH:14][C:10]=1[C:11](O)=[O:12].Cl.CN(C)CCCN=C=NCC.Cl.C(N(CC)CC)C.[C-]#N.[K+]. (7) Given the product [C:1]([O:5][C:6]([NH:8][C@H:9]([C:10]1[C:11]([C:12]([O:14][CH2:15][CH3:16])=[O:13])=[CH:22][C:21]2[C:20](=[C:27]([F:28])[CH:26]=[CH:25][CH:24]=2)[N:19]=1)[CH3:18])=[O:7])([CH3:4])([CH3:3])[CH3:2], predict the reactants needed to synthesize it. The reactants are: [C:1]([O:5][C:6]([NH:8][C@@H:9]([CH3:18])[C:10](=O)[CH2:11][C:12]([O:14][CH2:15][CH3:16])=[O:13])=[O:7])([CH3:4])([CH3:3])[CH3:2].[NH2:19][C:20]1[C:27]([F:28])=[CH:26][CH:25]=[CH:24][C:21]=1[CH:22]=O.O.O.O.O.O.O.O.[Cl-].[Ce+3].[Cl-].[Cl-].N#N. (8) Given the product [F:8][CH:7]([F:9])[N:5]1[CH:6]=[C:2]([N:18]2[C:19]3[CH:20]=[CH:21][C:13]([F:12])=[CH:14][C:15]=3[C:16]3[N:24]([CH:25]4[CH2:30][CH2:29][CH2:28][CH2:27][O:26]4)[N:23]=[CH:22][C:17]2=3)[C:3]([CH2:10][OH:11])=[N:4]1, predict the reactants needed to synthesize it. The reactants are: Br[C:2]1[C:3]([CH2:10][OH:11])=[N:4][N:5]([CH:7]([F:9])[F:8])[CH:6]=1.[F:12][C:13]1[CH:21]=[CH:20][C:19]2[NH:18][C:17]3[CH:22]=[N:23][N:24]([CH:25]4[CH2:30][CH2:29][CH2:28][CH2:27][O:26]4)[C:16]=3[C:15]=2[CH:14]=1.C([O-])([O-])=O.[K+].[K+].N1CCC[C@H]1C(O)=O.